Dataset: NCI-60 drug combinations with 297,098 pairs across 59 cell lines. Task: Regression. Given two drug SMILES strings and cell line genomic features, predict the synergy score measuring deviation from expected non-interaction effect. Drug 1: C1=CN(C=N1)CC(O)(P(=O)(O)O)P(=O)(O)O. Drug 2: B(C(CC(C)C)NC(=O)C(CC1=CC=CC=C1)NC(=O)C2=NC=CN=C2)(O)O. Cell line: MDA-MB-231. Synergy scores: CSS=62.7, Synergy_ZIP=-0.353, Synergy_Bliss=-2.15, Synergy_Loewe=-24.7, Synergy_HSA=-2.64.